Dataset: Catalyst prediction with 721,799 reactions and 888 catalyst types from USPTO. Task: Predict which catalyst facilitates the given reaction. (1) Reactant: [NH2:1][C:2]1[N:6]([CH:7]2[CH2:12][CH2:11][CH2:10][N:9]([C:13]([O:15][C:16]([CH3:19])([CH3:18])[CH3:17])=[O:14])[CH2:8]2)[N:5]=[C:4]([C:20]2[CH:25]=[CH:24][C:23]([O:26][C:27]3[CH:32]=[CH:31][CH:30]=[CH:29][CH:28]=3)=[CH:22][CH:21]=2)[C:3]=1[C:33]#[N:34].CCN(CC)CC.[CH3:42][C:43]([O:46][C:47](O[C:47]([O:46][C:43]([CH3:45])([CH3:44])[CH3:42])=[O:48])=[O:48])([CH3:45])[CH3:44].O. Product: [C:43]([O:46][C:47]([NH:1][C:2]1[N:6]([CH:7]2[CH2:12][CH2:11][CH2:10][N:9]([C:13]([O:15][C:16]([CH3:17])([CH3:18])[CH3:19])=[O:14])[CH2:8]2)[N:5]=[C:4]([C:20]2[CH:21]=[CH:22][C:23]([O:26][C:27]3[CH:32]=[CH:31][CH:30]=[CH:29][CH:28]=3)=[CH:24][CH:25]=2)[C:3]=1[C:33]#[N:34])=[O:48])([CH3:45])([CH3:44])[CH3:42]. The catalyst class is: 251. (2) The catalyst class is: 2. Product: [O:44]=[C:40]1[N:41]([CH2:14][C:15]2[CH:20]=[C:19]([C:21]([F:24])([F:22])[F:23])[N:18]=[C:17]([O:25][CH:26]3[CH2:27][CH2:28][N:29]([C:32]([O:34][C:35]([CH3:37])([CH3:36])[CH3:38])=[O:33])[CH2:30][CH2:31]3)[CH:16]=2)[CH2:42][CH2:43][O:39]1. Reactant: C(N(CC)CC)C.CS(Cl)(=O)=O.O[CH2:14][C:15]1[CH:20]=[C:19]([C:21]([F:24])([F:23])[F:22])[N:18]=[C:17]([O:25][CH:26]2[CH2:31][CH2:30][N:29]([C:32]([O:34][C:35]([CH3:38])([CH3:37])[CH3:36])=[O:33])[CH2:28][CH2:27]2)[CH:16]=1.[O:39]1[CH2:43][CH2:42][NH:41][C:40]1=[O:44].[H-].[Na+]. (3) The catalyst class is: 20. Reactant: [OH:1][C:2]1[CH:11]=[CH:10][C:5]([C:6]([O:8][CH3:9])=[O:7])=[CH:4][C:3]=1[C:12](=[NH:14])[CH3:13].ClN1C(=O)CCC1=O.C(=O)([O-])[O-].[K+].[K+]. Product: [CH3:13][C:12]1[C:3]2[CH:4]=[C:5]([C:6]([O:8][CH3:9])=[O:7])[CH:10]=[CH:11][C:2]=2[O:1][N:14]=1.